This data is from Full USPTO retrosynthesis dataset with 1.9M reactions from patents (1976-2016). The task is: Predict the reactants needed to synthesize the given product. (1) Given the product [F:1][C:2]1[CH:7]=[CH:6][C:5]([C:8]2[N:9]=[C:10]([CH:14]3[CH2:19][CH2:18][N:17]([C:25]4[N:30]=[CH:29][N:28]=[C:27]([NH2:31])[C:26]=4[O:32][CH3:33])[CH2:16][CH2:15]3)[N:11]([CH3:13])[CH:12]=2)=[CH:4][C:3]=1[C:20]([F:21])([F:22])[F:23], predict the reactants needed to synthesize it. The reactants are: [F:1][C:2]1[CH:7]=[CH:6][C:5]([C:8]2[N:9]=[C:10]([CH:14]3[CH2:19][CH2:18][NH:17][CH2:16][CH2:15]3)[N:11]([CH3:13])[CH:12]=2)=[CH:4][C:3]=1[C:20]([F:23])([F:22])[F:21].Cl[C:25]1[N:30]=[CH:29][N:28]=[C:27]([NH2:31])[C:26]=1[O:32][CH3:33].C(=O)([O-])[O-].[K+].[K+]. (2) Given the product [CH3:4][C:5]([CH3:18])([CH2:10][NH:11][C:12]1[CH:17]=[CH:16][CH:15]=[CH:14][N:13]=1)[C:6]([NH2:21])=[O:7], predict the reactants needed to synthesize it. The reactants are: C[O-].[Na+].[CH3:4][C:5]([CH3:18])([CH2:10][NH:11][C:12]1[CH:17]=[CH:16][CH:15]=[CH:14][N:13]=1)[C:6](OC)=[O:7].C([NH2:21])=O.O. (3) Given the product [OH:1][C:2]1[CH:7]=[CH:6][CH:5]=[CH:4][C:3]=1[CH2:8][C:9]([O:11][CH2:17][CH3:18])=[O:10], predict the reactants needed to synthesize it. The reactants are: [OH:1][C:2]1[CH:7]=[CH:6][CH:5]=[CH:4][C:3]=1[CH2:8][C:9]([OH:11])=[O:10].S(=O)(=O)(O)O.[CH2:17](O)[CH3:18]. (4) Given the product [CH2:1]([C@@:8]12[CH2:9][CH2:10][C:11]3([O:35][CH2:34][CH2:33][O:32]3)[CH2:12][C@@H:13]1[CH2:14][N:41]([CH3:40])[CH2:15][C:16]1[CH:17]=[C:18]([C:22]([NH:24][C:25]3[C:26]([CH3:31])=[N:27][CH:28]=[CH:29][CH:30]=3)=[O:23])[CH:19]=[CH:20][C:21]=12)[C:2]1[CH:3]=[CH:4][CH:5]=[CH:6][CH:7]=1, predict the reactants needed to synthesize it. The reactants are: [CH2:1]([C@:8]12[C:21]3[C:16](=[CH:17][C:18]([C:22]([NH:24][C:25]4[C:26]([CH3:31])=[N:27][CH:28]=[CH:29][CH:30]=4)=[O:23])=[CH:19][CH:20]=3)[CH:15]=[CH:14][C@H:13]1[CH2:12][C:11]1([O:35][CH2:34][CH2:33][O:32]1)[CH2:10][CH2:9]2)[C:2]1[CH:7]=[CH:6][CH:5]=[CH:4][CH:3]=1.O=O.CN.[C:40]([BH3-])#[N:41].[Na+].C([O-])(O)=O.[Na+]. (5) The reactants are: [C:1]([O:5][C:6]([N:8]1[CH2:13][C@H:12]([CH2:14]Cl)[N:11]([CH2:16][C:17]([N:19]2[C:27]3[C:22](=[N:23][CH:24]=[C:25]([CH2:28][C:29]4[CH:34]=[CH:33][C:32]([F:35])=[CH:31][CH:30]=4)[CH:26]=3)[C:21]([CH3:37])([CH3:36])[CH2:20]2)=[O:18])[CH2:10][C@H:9]1[CH3:38])=[O:7])([CH3:4])([CH3:3])[CH3:2].[CH3:39][C@@H:40]1[CH2:45][O:44][CH2:43][CH2:42][NH:41]1. Given the product [C:1]([O:5][C:6]([N:8]1[CH2:13][C@H:12]([CH2:14][N:41]2[CH2:42][CH2:43][O:44][CH2:45][C@H:40]2[CH3:39])[N:11]([CH2:16][C:17]([N:19]2[C:27]3[C:22](=[N:23][CH:24]=[C:25]([CH2:28][C:29]4[CH:34]=[CH:33][C:32]([F:35])=[CH:31][CH:30]=4)[CH:26]=3)[C:21]([CH3:37])([CH3:36])[CH2:20]2)=[O:18])[CH2:10][C@H:9]1[CH3:38])=[O:7])([CH3:4])([CH3:3])[CH3:2], predict the reactants needed to synthesize it. (6) Given the product [CH3:3][C:4]1([CH3:24])[N:8]([CH2:30][CH2:31][CH2:32][CH2:33][CH2:34][CH2:35][CH2:36][CH2:37][CH2:38][S:39][CH2:40][CH2:41][CH2:42][C:43]([F:49])([F:48])[C:44]([F:45])([F:46])[F:47])[C:7](=[O:9])[N:6]([C:10]2[CH:15]=[CH:14][C:13]([N+:16]([O-:18])=[O:17])=[C:12]([C:19]([F:22])([F:21])[F:20])[CH:11]=2)[C:5]1=[O:23], predict the reactants needed to synthesize it. The reactants are: [H-].[Na+].[CH3:3][C:4]1([CH3:24])[NH:8][C:7](=[O:9])[N:6]([C:10]2[CH:15]=[CH:14][C:13]([N+:16]([O-:18])=[O:17])=[C:12]([C:19]([F:22])([F:21])[F:20])[CH:11]=2)[C:5]1=[O:23].CS(O[CH2:30][CH2:31][CH2:32][CH2:33][CH2:34][CH2:35][CH2:36][CH2:37][CH2:38][S:39][CH2:40][CH2:41][CH2:42][C:43]([F:49])([F:48])[C:44]([F:47])([F:46])[F:45])(=O)=O.O. (7) Given the product [Cl:27][CH2:26][CH2:25][CH2:24][S:13][C:10]1[N:9]([CH3:14])[C:8]([C:4]2[S:3][C:2]([CH3:1])=[N:6][C:5]=2[CH3:7])=[N:12][N:11]=1, predict the reactants needed to synthesize it. The reactants are: [CH3:1][C:2]1[S:3][C:4]([C:8]2[N:9]([CH3:14])[C:10]([SH:13])=[N:11][N:12]=2)=[C:5]([CH3:7])[N:6]=1.CO.C([O-])([O-])=O.[K+].[K+].Br[CH2:24][CH2:25][CH2:26][Cl:27]. (8) Given the product [O:5]=[C:6]1[C:14]2[C:9](=[CH:10][CH:11]=[CH:12][CH:13]=2)[C:8](=[O:15])[N:7]1[CH2:16][C:17]([Cl:3])=[O:19], predict the reactants needed to synthesize it. The reactants are: O=S(Cl)[Cl:3].[O:5]=[C:6]1[C:14]2[C:9](=[CH:10][CH:11]=[CH:12][CH:13]=2)[C:8](=[O:15])[N:7]1[CH2:16][C:17]([OH:19])=O.